From a dataset of Forward reaction prediction with 1.9M reactions from USPTO patents (1976-2016). Predict the product of the given reaction. Given the reactants Br[C:2]1[CH:3]=[C:4]2[C@@:15]3([CH2:20][CH2:19][O:18]/[C:17](=[N:21]\[C:22](=[O:29])[C:23]4[CH:28]=[CH:27][CH:26]=[CH:25][CH:24]=4)/[NH:16]3)[C:14]3[CH:13]=[C:12]([Cl:30])[N:11]=[C:10]([F:31])[C:9]=3[O:8][C:5]2=[CH:6][CH:7]=1.[NH2:32][C:33]1[C:38]([CH3:39])=[CH:37][CH:36]=[CH:35][N:34]=1.C(P(C(C)(C)C)C1(C(C)C)CC(C(C)C)=CC(C(C)C)=C1C1C=CC=CC=1)(C)(C)C.C[Si]([N-][Si](C)(C)C)(C)C.[Li+], predict the reaction product. The product is: [Cl:30][C:12]1[N:11]=[C:10]([F:31])[C:9]2[O:8][C:5]3[C:4]([C@@:15]4([CH2:20][CH2:19][O:18]/[C:17](=[N:21]\[C:22](=[O:29])[C:23]5[CH:24]=[CH:25][CH:26]=[CH:27][CH:28]=5)/[NH:16]4)[C:14]=2[CH:13]=1)=[CH:3][C:2]([NH:32][C:33]1[C:38]([CH3:39])=[CH:37][CH:36]=[CH:35][N:34]=1)=[CH:7][CH:6]=3.